This data is from Forward reaction prediction with 1.9M reactions from USPTO patents (1976-2016). The task is: Predict the product of the given reaction. (1) Given the reactants [Cl:1][C:2]1[CH:3]=[C:4]([C:16]([OH:18])=O)[C:5]2[CH:6]=[N:7][N:8]([CH:11]3[CH2:15][CH2:14][CH2:13][CH2:12]3)[C:9]=2[CH:10]=1.[NH2:19][CH2:20][C:21]1[C:22](=[O:29])[NH:23][C:24]([CH3:28])=[CH:25][C:26]=1[CH3:27], predict the reaction product. The product is: [Cl:1][C:2]1[CH:3]=[C:4]([C:16]([NH:19][CH2:20][C:21]2[C:22](=[O:29])[NH:23][C:24]([CH3:28])=[CH:25][C:26]=2[CH3:27])=[O:18])[C:5]2[CH:6]=[N:7][N:8]([CH:11]3[CH2:12][CH2:13][CH2:14][CH2:15]3)[C:9]=2[CH:10]=1. (2) The product is: [CH2:52]([O:51][C:49]([C:46]1([NH:45][S:2]([C:5]2[CH:6]=[C:7]([CH:41]=[CH:42][CH:43]=2)[C:8]([NH:10][C:11]2[S:12][C:13]3[CH2:40][CH2:39][CH2:38][CH2:37][C:14]=3[C:15]=2[C:16]([NH:18][C:19]2[CH:24]=[CH:23][C:22]([CH2:25][CH2:26][C:27]3[CH:36]=[CH:35][C:30]([C:31]([O:33][CH3:34])=[O:32])=[CH:29][CH:28]=3)=[CH:21][CH:20]=2)=[O:17])=[O:9])(=[O:4])=[O:3])[CH2:48][CH2:47]1)=[O:50])[CH3:53]. Given the reactants Cl[S:2]([C:5]1[CH:6]=[C:7]([CH:41]=[CH:42][CH:43]=1)[C:8]([NH:10][C:11]1[S:12][C:13]2[CH2:40][CH2:39][CH2:38][CH2:37][C:14]=2[C:15]=1[C:16]([NH:18][C:19]1[CH:24]=[CH:23][C:22]([CH2:25][CH2:26][C:27]2[CH:36]=[CH:35][C:30]([C:31]([O:33][CH3:34])=[O:32])=[CH:29][CH:28]=2)=[CH:21][CH:20]=1)=[O:17])=[O:9])(=[O:4])=[O:3].Cl.[NH2:45][C:46]1([C:49]([O:51][CH2:52][CH3:53])=[O:50])[CH2:48][CH2:47]1.C(N(CC)CC)C, predict the reaction product. (3) The product is: [C:33]([O:27][CH:21]([CH2:22][O:23][CH:24]([CH3:25])[CH3:26])[CH2:20][O:19][C:17]1[CH:16]=[CH:15][C:14](/[CH:28]=[CH:29]/[C:30]([OH:32])=[O:31])=[C:13]([O:12][C:3]2[C:2]([Cl:1])=[CH:7][C:6]([C:8]([F:10])([F:9])[F:11])=[CH:5][N:4]=2)[CH:18]=1)(=[O:35])[CH3:34]. Given the reactants [Cl:1][C:2]1[C:3]([O:12][C:13]2[CH:18]=[C:17]([O:19][CH2:20][CH:21]([OH:27])[CH2:22][O:23][CH:24]([CH3:26])[CH3:25])[CH:16]=[CH:15][C:14]=2/[CH:28]=[CH:29]/[C:30]([OH:32])=[O:31])=[N:4][CH:5]=[C:6]([C:8]([F:11])([F:10])[F:9])[CH:7]=1.[C:33](OC(=O)C)(=[O:35])[CH3:34], predict the reaction product.